Dataset: Forward reaction prediction with 1.9M reactions from USPTO patents (1976-2016). Task: Predict the product of the given reaction. (1) Given the reactants [CH:1]1([CH:7]([NH:25][C:26]2[CH:34]=[CH:33][C:29]([C:30](O)=[O:31])=[CH:28][CH:27]=2)[C:8]2[CH:12]=[C:11]([C:13]3[CH:18]=[CH:17][C:16]([C:19]([F:22])([F:21])[F:20])=[CH:15][CH:14]=3)[O:10][C:9]=2[CH2:23][CH3:24])[CH2:6][CH2:5][CH2:4][CH2:3][CH2:2]1.[CH3:35][NH:36][CH2:37][CH2:38][C:39]([O:41]CC)=[O:40], predict the reaction product. The product is: [CH:1]1([CH:7]([NH:25][C:26]2[CH:27]=[CH:28][C:29]([C:30]([N:36]([CH3:35])[CH2:37][CH2:38][C:39]([OH:41])=[O:40])=[O:31])=[CH:33][CH:34]=2)[C:8]2[CH:12]=[C:11]([C:13]3[CH:18]=[CH:17][C:16]([C:19]([F:21])([F:22])[F:20])=[CH:15][CH:14]=3)[O:10][C:9]=2[CH2:23][CH3:24])[CH2:2][CH2:3][CH2:4][CH2:5][CH2:6]1. (2) Given the reactants [CH3:1][O:2][C:3]1[CH:17]=[CH:16][C:6]2[C:7]([C:10]3[CH:15]=[CH:14][CH:13]=[CH:12][CH:11]=3)=[CH:8][O:9][C:5]=2[CH:4]=1.[Li][CH2:19]CCC.CI, predict the reaction product. The product is: [CH3:1][O:2][C:3]1[CH:17]=[CH:16][C:6]2[C:7]([C:10]3[CH:15]=[CH:14][CH:13]=[CH:12][CH:11]=3)=[C:8]([CH3:19])[O:9][C:5]=2[CH:4]=1. (3) Given the reactants [Cl:1][C:2]1[CH:7]=[CH:6][C:5]([C:8]2[C:9]([C:21]3[CH:26]=[CH:25][CH:24]=[CH:23][C:22]=3[Cl:27])=[N:10][C:11]([NH:14][CH2:15][CH2:16][NH:17][CH:18]([CH3:20])[CH3:19])=[N:12][CH:13]=2)=[CH:4][CH:3]=1.[C:28](N1C=CN=C1)(N1C=CN=C1)=[O:29], predict the reaction product. The product is: [Cl:1][C:2]1[CH:7]=[CH:6][C:5]([C:8]2[C:9]([C:21]3[CH:26]=[CH:25][CH:24]=[CH:23][C:22]=3[Cl:27])=[N:10][C:11]([N:14]3[CH2:15][CH2:16][N:17]([CH:18]([CH3:20])[CH3:19])[C:28]3=[O:29])=[N:12][CH:13]=2)=[CH:4][CH:3]=1. (4) Given the reactants Br[CH2:2][CH2:3][CH2:4][C:5]([O:7][CH2:8][CH3:9])=[O:6].C(=O)([O-])[O-].[K+].[K+].[F:16][C:17]1[CH:18]=[C:19]([CH:22]=[CH:23][C:24]=1[OH:25])[CH:20]=[O:21].C(=O)([O-])O.[Na+], predict the reaction product. The product is: [CH2:8]([O:7][C:5]([CH2:4][CH2:3][CH2:2][O:25][C:24]1[CH:23]=[CH:22][C:19]([CH:20]=[O:21])=[CH:18][C:17]=1[F:16])=[O:6])[CH3:9]. (5) Given the reactants [Cl:1][C:2]1[C:3](Cl)=[C:4]2[N:10]=[C:9]([C:11]3[CH:16]=[CH:15][C:14]([O:17][CH2:18][CH2:19][N:20]4[CH2:25][CH2:24][O:23][CH2:22][CH2:21]4)=[CH:13][CH:12]=3)[NH:8][C:5]2=[N:6][CH:7]=1, predict the reaction product. The product is: [Cl:1][C:2]1[C:3]([N:20]2[CH2:25][CH2:24][O:23][CH2:22][CH2:21]2)=[C:4]2[NH:10][C:9]([C:11]3[CH:12]=[CH:13][C:14]([O:17][CH2:18][CH2:19][N:20]4[CH2:21][CH2:22][O:23][CH2:24][CH2:25]4)=[CH:15][CH:16]=3)=[N:8][C:5]2=[N:6][CH:7]=1. (6) Given the reactants [C:1]([O:5][C:6]([N:8]1[CH2:12][CH2:11][CH2:10][CH:9]1[CH:13]([OH:15])[CH3:14])=[O:7])([CH3:4])([CH3:3])[CH3:2].CCCC[N+](CCCC)(CCCC)CCCC.[F-].C1C[O:37]CC1, predict the reaction product. The product is: [C:1]([O:5][C:6]([N:8]1[CH2:12][C@H:11]([OH:37])[CH2:10][C@H:9]1[CH:13]([OH:15])[CH3:14])=[O:7])([CH3:4])([CH3:3])[CH3:2]. (7) Given the reactants N[C:2]1[C:3]([CH3:11])=[C:4]([CH:8]=[CH:9][CH:10]=1)[C:5]([OH:7])=[O:6].N([O-])=O.[Na+].[BrH:16], predict the reaction product. The product is: [Br:16][C:2]1[C:3]([CH3:11])=[C:4]([CH:8]=[CH:9][CH:10]=1)[C:5]([OH:7])=[O:6].